From a dataset of Reaction yield outcomes from USPTO patents with 853,638 reactions. Predict the reaction yield, written as a fraction of the theoretical maximum amount of product (1.0 means a 100% yield; for example, 0.34 means a 34% yield). The reactants are [CH2:1]([C@H:8]1[N:13]([C:14](=[O:32])[CH2:15][CH2:16][C:17]2[CH:22]=[CH:21][CH:20]=[CH:19][C:18]=2[O:23]C2C=CC=CC=2C=O)[CH2:12][CH2:11][N:10]([C:33]([O:35][C:36]([CH3:39])([CH3:38])[CH3:37])=[O:34])[CH2:9]1)[C:2]1[CH:7]=[CH:6][CH:5]=[CH:4][CH:3]=1.[C:53]1(P(=CC#N)([C:53]2[CH:58]=[CH:57][CH:56]=[CH:55][CH:54]=2)[C:53]2[CH:58]=[CH:57][CH:56]=[CH:55][CH:54]=2)[CH:58]=[CH:57][CH:56]=[CH:55][CH:54]=1. The catalyst is C1(C)C=CC=CC=1. The product is [CH2:1]([C@H:8]1[N:13]([C:14](=[O:32])[CH2:15][CH2:16][C:17]2[CH:22]=[CH:21][CH:20]=[CH:19][C:18]=2[O:23][C:53]2[CH:54]=[CH:55][CH:56]=[CH:57][C:58]=2/[CH:1]=[CH:8]/[C:9]#[N:10])[CH2:12][CH2:11][N:10]([C:33]([O:35][C:36]([CH3:38])([CH3:37])[CH3:39])=[O:34])[CH2:9]1)[C:2]1[CH:3]=[CH:4][CH:5]=[CH:6][CH:7]=1. The yield is 0.910.